Dataset: Full USPTO retrosynthesis dataset with 1.9M reactions from patents (1976-2016). Task: Predict the reactants needed to synthesize the given product. (1) The reactants are: Cl[C:2]1[N:7]=[C:6]([N:8]([CH2:18][CH3:19])[CH2:9][C:10]2[CH:15]=[CH:14][C:13]([O:16][CH3:17])=[CH:12][CH:11]=2)[C:5]2=[N:20][CH:21]=[C:22]([C:23]#[N:24])[N:4]2[N:3]=1.[NH2:25][C:26]1[CH:27]=[C:28]([CH:31]=[C:32]([CH2:35][CH2:36][CH2:37][N:38]2[CH2:43][CH2:42][N:41]([CH3:44])[CH2:40][CH2:39]2)[C:33]=1[Cl:34])[C:29]#[N:30]. Given the product [Cl:34][C:33]1[C:32]([CH2:35][CH2:36][CH2:37][N:38]2[CH2:39][CH2:40][N:41]([CH3:44])[CH2:42][CH2:43]2)=[CH:31][C:28]([C:29]#[N:30])=[CH:27][C:26]=1[NH:25][C:2]1[N:7]=[C:6]([N:8]([CH2:18][CH3:19])[CH2:9][C:10]2[CH:15]=[CH:14][C:13]([O:16][CH3:17])=[CH:12][CH:11]=2)[C:5]2=[N:20][CH:21]=[C:22]([C:23]#[N:24])[N:4]2[N:3]=1, predict the reactants needed to synthesize it. (2) The reactants are: [CH2:1]([N:3]([CH2:33][CH3:34])[CH2:4][CH2:5][CH2:6][CH2:7][CH2:8][C:9]1[CH:14]=[CH:13][CH:12]=[CH:11][C:10]=1[S:15]([NH:18][C:19]1[CH:28]=[CH:27][C:26]2[CH2:25][CH2:24][CH2:23][CH2:22][C:21]=2[C:20]=1[C:29]([O:31]C)=[O:30])(=[O:17])=[O:16])[CH3:2].[Li+].[I-]. Given the product [CH2:33]([N:3]([CH2:1][CH3:2])[CH2:4][CH2:5][CH2:6]/[CH:7]=[CH:8]/[C:9]1[CH:14]=[CH:13][CH:12]=[CH:11][C:10]=1[S:15]([NH:18][C:19]1[CH:28]=[CH:27][C:26]2[CH2:25][CH2:24][CH2:23][CH2:22][C:21]=2[C:20]=1[C:29]([OH:31])=[O:30])(=[O:17])=[O:16])[CH3:34], predict the reactants needed to synthesize it. (3) Given the product [CH:1]([C:3]1[CH:10]=[CH:9][C:6]([CH2:7][CH:11]([P:12]([O:13][CH3:14])(=[O:15])[O:16][CH3:17])[P:18]([O:22][CH3:23])(=[O:21])[O:19][CH3:20])=[CH:5][CH:4]=1)=[CH2:2], predict the reactants needed to synthesize it. The reactants are: [CH:1]([C:3]1[CH:10]=[CH:9][C:6]([CH2:7]Cl)=[CH:5][CH:4]=1)=[CH2:2].[CH2:11]([P:18]([O:22][CH3:23])(=[O:21])[O:19][CH3:20])[P:12]([O:16][CH3:17])(=[O:15])[O:13][CH3:14]. (4) Given the product [NH2:10][C:5]1[C:4]([CH3:14])=[CH:3][C:2]([Cl:1])=[CH:13][C:6]=1[C:7]([NH:20][CH3:19])=[O:8], predict the reactants needed to synthesize it. The reactants are: [Cl:1][C:2]1[CH:3]=[C:4]([CH3:14])[C:5]2[NH:10]C(=O)[O:8][C:7](=O)[C:6]=2[CH:13]=1.C(O)(=O)C.[CH3:19][NH2:20].O. (5) Given the product [C:1]([O:5][C:6]([N:8]1[CH2:12][CH2:11][CH:10]([N:13]([C:46](=[O:47])[CH3:45])[CH2:14][C:15]2[CH:20]=[C:19]([O:21][C:22]3[CH:23]=[C:24]4[C:28](=[CH:29][CH:30]=3)[N:27]([C:31](=[O:43])[NH:32][C:33]3[CH:38]=[CH:37][CH:36]=[C:35]([C:39]([F:42])([F:41])[F:40])[CH:34]=3)[CH:26]=[CH:25]4)[N:18]=[CH:17][N:16]=2)[CH2:9]1)=[O:7])([CH3:4])([CH3:2])[CH3:3], predict the reactants needed to synthesize it. The reactants are: [C:1]([O:5][C:6]([N:8]1[CH2:12][CH2:11][CH:10]([NH:13][CH2:14][C:15]2[CH:20]=[C:19]([O:21][C:22]3[CH:23]=[C:24]4[C:28](=[CH:29][CH:30]=3)[N:27]([C:31](=[O:43])[NH:32][C:33]3[CH:38]=[CH:37][CH:36]=[C:35]([C:39]([F:42])([F:41])[F:40])[CH:34]=3)[CH:26]=[CH:25]4)[N:18]=[CH:17][N:16]=2)[CH2:9]1)=[O:7])([CH3:4])([CH3:3])[CH3:2].C1C[O:47][CH2:46][CH2:45]1. (6) The reactants are: Cl.[CH:2]1[CH:3]=[N:4][N:5]2[CH:10]=[CH:9][C:8]3[CH2:11][CH2:12][CH:13]([CH2:14][CH2:15][NH2:16])[C:7]=3[C:6]=12.C(N(CC)CC)C.[C:24](O[C:24](=[O:27])[CH2:25][CH3:26])(=[O:27])[CH2:25][CH3:26].O. Given the product [CH:2]1[CH:3]=[N:4][N:5]2[CH:10]=[CH:9][C:8]3[CH2:11][CH2:12][CH:13]([CH2:14][CH2:15][NH:16][C:24](=[O:27])[CH2:25][CH3:26])[C:7]=3[C:6]=12, predict the reactants needed to synthesize it. (7) Given the product [NH2:21][C:12]1[CH:13]=[CH:14][C:15]([CH2:19][OH:20])=[C:16]2[C:11]=1[CH:10]=[C:9]([OH:8])[CH:18]=[CH:17]2, predict the reactants needed to synthesize it. The reactants are: C([O:8][C:9]1[CH:10]=[C:11]2[C:16](=[CH:17][CH:18]=1)[C:15]([CH:19]=[O:20])=[CH:14][CH:13]=[C:12]2[N:21](CC1C=CC=CC=1)CC1C=CC=CC=1)C1C=CC=CC=1.